Dataset: Catalyst prediction with 721,799 reactions and 888 catalyst types from USPTO. Task: Predict which catalyst facilitates the given reaction. (1) Reactant: [CH3:1][C:2]1([CH3:22])[O:7][C:6](=[O:8])[CH:5]([CH2:9][C:10]2[CH:15]=[CH:14][C:13]([O:16][C:17]([F:20])([F:19])[F:18])=[CH:12][CH:11]=2)[C:4](=[O:21])[O:3]1.[C:23](=O)([O-])[O-].[K+].[K+].IC.O. Product: [CH3:1][C:2]1([CH3:22])[O:3][C:4](=[O:21])[C:5]([CH3:23])([CH2:9][C:10]2[CH:11]=[CH:12][C:13]([O:16][C:17]([F:20])([F:18])[F:19])=[CH:14][CH:15]=2)[C:6](=[O:8])[O:7]1. The catalyst class is: 3. (2) Reactant: [F:1][C:2]([F:12])([F:11])[O:3][C:4]1[CH:10]=[CH:9][CH:8]=[CH:7][C:5]=1[NH2:6].[N:13]([O-])=O.[Na+].[Sn](Cl)(Cl)(Cl)[Cl:18]. Product: [ClH:18].[F:1][C:2]([F:11])([F:12])[O:3][C:4]1[CH:10]=[CH:9][CH:8]=[CH:7][C:5]=1[NH:6][NH2:13]. The catalyst class is: 223. (3) Reactant: [CH2:1]([O:3][C:4](=[O:32])[C:5]([CH3:31])([CH3:30])[CH2:6][C:7]1[N:8]([CH2:22][C:23]2[CH:28]=[CH:27][C:26](Cl)=[CH:25][CH:24]=2)[C:9]2[C:14]([C:15]=1[S:16][C:17]([CH3:20])([CH3:19])[CH3:18])=[CH:13][C:12]([OH:21])=[CH:11][CH:10]=2)[CH3:2].[B:33]1([B:33]2[O:37][C:36]([CH3:39])([CH3:38])[C:35]([CH3:41])([CH3:40])[O:34]2)[O:37][C:36]([CH3:39])([CH3:38])[C:35]([CH3:41])([CH3:40])[O:34]1.CC([O-])=O.[K+]. Product: [CH2:1]([O:3][C:4](=[O:32])[C:5]([CH3:31])([CH3:30])[CH2:6][C:7]1[N:8]([CH2:22][C:23]2[CH:28]=[CH:27][C:26]([B:33]3[O:37][C:36]([CH3:39])([CH3:38])[C:35]([CH3:41])([CH3:40])[O:34]3)=[CH:25][CH:24]=2)[C:9]2[C:14]([C:15]=1[S:16][C:17]([CH3:20])([CH3:19])[CH3:18])=[CH:13][C:12]([OH:21])=[CH:11][CH:10]=2)[CH3:2]. The catalyst class is: 12. (4) Reactant: [CH2:1]([O:3][C:4]1[CH:5]=[C:6]([CH:16]=[CH:17][CH:18]=1)[O:7][C:8]1[CH:15]=[CH:14][C:11]([C:12]#[N:13])=[CH:10][CH:9]=1)[CH3:2].C1COCC1.[H-].[Al+3].[Li+].[H-].[H-].[H-].[OH-].[Na+]. Product: [CH2:1]([O:3][C:4]1[CH:5]=[C:6]([CH:16]=[CH:17][CH:18]=1)[O:7][C:8]1[CH:15]=[CH:14][C:11]([CH2:12][NH2:13])=[CH:10][CH:9]=1)[CH3:2]. The catalyst class is: 97. (5) Reactant: CN(C)[CH:3]=[CH:4][C:5]([C:7]1[CH:8]=[C:9]([P:13]([C:20]2[CH:25]=[CH:24][CH:23]=[CH:22][CH:21]=2)[C:14]2[CH:19]=[CH:18][CH:17]=[CH:16][CH:15]=2)[CH:10]=[CH:11][CH:12]=1)=O.[NH2:27][C:28]([NH2:30])=[O:29]. Product: [OH:29][C:28]1[N:30]=[C:5]([C:7]2[CH:8]=[C:9]([P:13]([C:20]3[CH:25]=[CH:24][CH:23]=[CH:22][CH:21]=3)[C:14]3[CH:15]=[CH:16][CH:17]=[CH:18][CH:19]=3)[CH:10]=[CH:11][CH:12]=2)[CH:4]=[CH:3][N:27]=1. The catalyst class is: 8. (6) Reactant: C(OC(=O)C)(=O)C.[CH:8]([OH:10])=O.[NH2:11][C:12]1[C:25]2[O:24][C:23]3[C:18](=[CH:19][CH:20]=[CH:21][CH:22]=3)[C:17](=[C:26]3[CH2:32][CH:31]4[N:33]([C:34](=[O:39])[C:35]([F:38])([F:37])[F:36])[CH:28]([CH2:29][CH2:30]4)[CH2:27]3)[C:16]=2[CH:15]=[CH:14][CH:13]=1. Product: [F:38][C:35]([F:36])([F:37])[C:34]([N:33]1[CH:31]2[CH2:30][CH2:29][CH:28]1[CH2:27][C:26](=[C:17]1[C:16]3[CH:15]=[CH:14][CH:13]=[C:12]([NH:11][CH:8]=[O:10])[C:25]=3[O:24][C:23]3[C:18]1=[CH:19][CH:20]=[CH:21][CH:22]=3)[CH2:32]2)=[O:39]. The catalyst class is: 76. (7) Reactant: CN(C)C=O.[C:6](Cl)(=[O:10])[C:7](Cl)=O.[F:12][C:13]1[C:18]([C:19]2[N:20]([Si](C(C)C)(C(C)C)C(C)C)[CH:21]=C[C:23]=2[F:24])=[CH:17][CH:16]=[CH:15][N:14]=1.[OH-].[Na+]. Product: [F:24][C:23]1[C:7]([CH:6]=[O:10])=[CH:21][NH:20][C:19]=1[C:18]1[C:13]([F:12])=[N:14][CH:15]=[CH:16][CH:17]=1. The catalyst class is: 4. (8) Reactant: [N+:1]([C:4]1[CH:5]=[C:6]2[C:10](=[CH:11][CH:12]=1)[NH:9][CH2:8][CH2:7]2)([O-:3])=[O:2].C([O-])([O-])=O.[K+].[K+].Br[CH2:20][C:21]([O:23][CH2:24][C:25]1[CH:30]=[CH:29][CH:28]=[CH:27][CH:26]=1)=[O:22]. Product: [N+:1]([C:4]1[CH:5]=[C:6]2[C:10](=[CH:11][CH:12]=1)[N:9]([CH2:20][C:21]([O:23][CH2:24][C:25]1[CH:30]=[CH:29][CH:28]=[CH:27][CH:26]=1)=[O:22])[CH2:8][CH2:7]2)([O-:3])=[O:2]. The catalyst class is: 39.